From a dataset of Forward reaction prediction with 1.9M reactions from USPTO patents (1976-2016). Predict the product of the given reaction. Given the reactants C[O:2][C:3](=O)[C:4]1[CH:9]=[CH:8][C:7]([O:10][CH3:11])=[CH:6][C:5]=1[CH2:12]Br.[NH3:15], predict the reaction product. The product is: [CH3:11][O:10][C:7]1[CH:6]=[C:5]2[C:4](=[CH:9][CH:8]=1)[C:3](=[O:2])[NH:15][CH2:12]2.